Task: Predict the reactants needed to synthesize the given product.. Dataset: Full USPTO retrosynthesis dataset with 1.9M reactions from patents (1976-2016) (1) Given the product [CH3:37][N:35]([CH3:36])[CH2:34][CH2:33][O:32][C:28]1[CH:27]=[C:26]([NH:25][C:21]2[N:20]=[C:19]([C:18]3[C:8]([C:4]4[CH:3]=[C:2]([NH:1][C:50]([C:44]5([C:38]6[CH:43]=[CH:42][CH:41]=[CH:40][CH:39]=6)[CH2:46][CH2:45]5)=[O:51])[CH:7]=[CH:6][CH:5]=4)=[N:9][N:10]4[CH:15]=[C:14]([O:16][CH3:17])[CH:13]=[CH:12][C:11]=34)[CH:24]=[CH:23][N:22]=2)[CH:31]=[CH:30][CH:29]=1, predict the reactants needed to synthesize it. The reactants are: [NH2:1][C:2]1[CH:3]=[C:4]([C:8]2[C:18]([C:19]3[CH:24]=[CH:23][N:22]=[C:21]([NH:25][C:26]4[CH:31]=[CH:30][CH:29]=[C:28]([O:32][CH2:33][CH2:34][N:35]([CH3:37])[CH3:36])[CH:27]=4)[N:20]=3)=[C:11]3[CH:12]=[CH:13][C:14]([O:16][CH3:17])=[CH:15][N:10]3[N:9]=2)[CH:5]=[CH:6][CH:7]=1.[C:38]1(/[CH:44]=[CH:45]/[CH2:46]Cl)[CH:43]=[CH:42][CH:41]=[CH:40][CH:39]=1.C1C[O:51][CH2:50]C1. (2) Given the product [OH:32][CH:30]1[CH2:31][N:28]([CH2:24][C:22]2[CH:21]=[N:20][N:19]([C:17]3[C:16]([CH3:26])=[CH:15][N:14]=[C:13]([NH:12][C:4]4[CH:5]=[C:6]([NH:9][C:3](=[O:2])[CH:4]=[CH2:5])[CH:7]=[CH:8][C:3]=4[O:2][CH3:1])[N:18]=3)[CH:23]=2)[CH2:29]1, predict the reactants needed to synthesize it. The reactants are: [CH3:1][O:2][C:3]1[CH:8]=[CH:7][C:6]([N+:9]([O-])=O)=[CH:5][C:4]=1[NH:12][C:13]1[N:18]=[C:17]([N:19]2[CH:23]=[C:22]([CH:24]=O)[CH:21]=[N:20]2)[C:16]([CH3:26])=[CH:15][N:14]=1.Cl.[NH:28]1[CH2:31][CH:30]([OH:32])[CH2:29]1.